Task: Predict the reactants needed to synthesize the given product.. Dataset: Full USPTO retrosynthesis dataset with 1.9M reactions from patents (1976-2016) (1) Given the product [C:41]1([NH:40][C:29]2[N:30]=[C:31]([NH:33][C:34]3[CH:35]=[CH:36][CH:37]=[CH:38][CH:39]=3)[N:32]=[C:27]([NH:7][CH2:6][C:5]3[CH:8]=[CH:9][C:2]([F:1])=[CH:3][CH:4]=3)[N:28]=2)[CH:46]=[CH:45][CH:44]=[CH:43][CH:42]=1, predict the reactants needed to synthesize it. The reactants are: [F:1][C:2]1[CH:9]=[CH:8][C:5]([CH2:6][NH2:7])=[CH:4][CH:3]=1.C(N(C(C)C)CC)(C)C.CN1CCCC1=O.Cl[C:27]1[N:32]=[C:31]([NH:33][C:34]2[CH:39]=[CH:38][CH:37]=[CH:36][CH:35]=2)[N:30]=[C:29]([NH:40][C:41]2[CH:46]=[CH:45][CH:44]=[CH:43][CH:42]=2)[N:28]=1. (2) Given the product [C:5]1([C@@H:9]2[CH2:13][C:12]3([CH2:19][CH2:23]3)[CH2:11][C@H:10]2[C:17]([OH:18])=[O:15])[CH:4]=[CH:3][CH:8]=[CH:7][CH:6]=1, predict the reactants needed to synthesize it. The reactants are: CO[C:3]1[CH:4]=[C:5]([C@H:9]2[CH2:13][CH2:12][CH2:11][C@H:10]2N)[CH:6]=[CH:7][CH:8]=1.[OH-:15].[Na+].[CH3:17][OH:18].[CH2:19]1[CH2:23]OCC1. (3) Given the product [Br:10][CH2:2][C:3]1[CH:4]=[CH:5][C:6](=[O:9])[NH:7][CH:8]=1, predict the reactants needed to synthesize it. The reactants are: O[CH2:2][C:3]1[CH:4]=[CH:5][C:6](=[O:9])[NH:7][CH:8]=1.[BrH:10]. (4) Given the product [Cl:15][C:16]1[CH:21]=[CH:20][C:19]([I:8])=[CH:18][C:17]=1[N+:22]([O-:24])=[O:23], predict the reactants needed to synthesize it. The reactants are: C(OC(=O)C)(=O)C.[I:8]I.OS(O)(=O)=O.[Cl:15][C:16]1[CH:21]=[CH:20][CH:19]=[CH:18][C:17]=1[N+:22]([O-:24])=[O:23].[O-]S([O-])=O.[Na+].[Na+]. (5) Given the product [F:5][C:6]1[CH:13]=[C:12]([OH:14])[C:11]([O:16][CH3:17])=[CH:10][C:7]=1[CH:8]=[O:9], predict the reactants needed to synthesize it. The reactants are: [Al+3].[Cl-].[Cl-].[Cl-].[F:5][C:6]1[CH:13]=[C:12]([O:14]C)[C:11]([O:16][CH3:17])=[CH:10][C:7]=1[CH:8]=[O:9]. (6) Given the product [CH3:31][C:25]1[C:26]([CH:29]=[N:34][OH:35])=[C:27]([CH3:28])[N:23]([C:20]2[CH:21]=[CH:22][C:17]([O:16][CH2:15][C:3]3[C:4]([N:8]4[C:12](=[O:13])[N:11]([CH3:14])[N:10]=[N:9]4)=[CH:5][CH:6]=[CH:7][C:2]=3[CH3:1])=[C:18]([CH3:32])[CH:19]=2)[N:24]=1, predict the reactants needed to synthesize it. The reactants are: [CH3:1][C:2]1[C:3]([CH2:15][O:16][C:17]2[CH:22]=[CH:21][C:20]([N:23]3[C:27]([CH3:28])=[C:26]([CH:29]=O)[C:25]([CH3:31])=[N:24]3)=[CH:19][C:18]=2[CH3:32])=[C:4]([N:8]2[C:12](=[O:13])[N:11]([CH3:14])[N:10]=[N:9]2)[CH:5]=[CH:6][CH:7]=1.Cl.[NH2:34][OH:35].N1C=CC=CC=1. (7) Given the product [Cl:22][C:19]1[S:18][C:17]([C:15]([NH:14][CH2:13][CH:11]2[O:10][C:9](=[O:23])[N:8]([C:5]3[CH:6]=[CH:7][C:2]([NH:1][S:28]([CH2:27][CH2:26][CH2:25][Cl:24])(=[O:30])=[O:29])=[CH:3][CH:4]=3)[CH2:12]2)=[O:16])=[CH:21][CH:20]=1, predict the reactants needed to synthesize it. The reactants are: [NH2:1][C:2]1[CH:7]=[CH:6][C:5]([N:8]2[CH2:12][CH:11]([CH2:13][NH:14][C:15]([C:17]3[S:18][C:19]([Cl:22])=[CH:20][CH:21]=3)=[O:16])[O:10][C:9]2=[O:23])=[CH:4][CH:3]=1.[Cl:24][CH2:25][CH2:26][CH2:27][S:28](Cl)(=[O:30])=[O:29].C(N(CC)CC)C.